This data is from Full USPTO retrosynthesis dataset with 1.9M reactions from patents (1976-2016). The task is: Predict the reactants needed to synthesize the given product. (1) Given the product [F:31][C:2]([F:1])([F:32])[C:3]1[CH:4]=[C:5]([CH:28]=[CH:29][CH:30]=1)[O:6][CH2:7][C:8]1[S:9][C:10]2[C:16]([C:17]3[CH:18]=[C:19]([CH:25]=[CH:26][CH:27]=3)[C:20]([OH:22])=[O:21])=[CH:15][CH:14]=[CH:13][C:11]=2[CH:12]=1.[CH3:63][O:64][CH2:65][CH2:66][NH:67][C:52](=[O:54])[C:51]1[CH:55]=[CH:56][CH:57]=[C:49]([C:48]2[C:42]3[S:41][C:40]([CH2:39][O:38][C:37]4[CH:58]=[CH:59][CH:60]=[C:35]([C:34]([F:33])([F:61])[F:62])[CH:36]=4)=[CH:44][C:43]=3[CH:45]=[CH:46][CH:47]=2)[CH:50]=1, predict the reactants needed to synthesize it. The reactants are: [F:1][C:2]([F:32])([F:31])[C:3]1[CH:4]=[C:5]([CH:28]=[CH:29][CH:30]=1)[O:6][CH2:7][C:8]1[S:9][C:10]2[C:16]([C:17]3[CH:18]=[C:19]([CH:25]=[CH:26][CH:27]=3)[C:20]([O:22]CC)=[O:21])=[CH:15][CH:14]=[CH:13][C:11]=2[CH:12]=1.[F:33][C:34]([F:62])([F:61])[C:35]1[CH:36]=[C:37]([CH:58]=[CH:59][CH:60]=1)[O:38][CH2:39][C:40]1[S:41][C:42]2[C:48]([C:49]3[CH:50]=[C:51]([CH:55]=[CH:56][CH:57]=3)[C:52]([OH:54])=O)=[CH:47][CH:46]=[CH:45][C:43]=2[CH:44]=1.[CH3:63][O:64][CH2:65][CH2:66][NH2:67]. (2) Given the product [Cl:19][C:14]1[CH:15]=[CH:16][CH:17]=[CH:18][C:13]=1[N:12]1[CH:8]([C:4]2[CH:5]=[CH:6][CH:7]=[C:2]([C:38]3[CH2:37][CH2:36][N:35]([C:49]([O:51][C:4]([CH3:8])([CH3:5])[CH3:3])=[O:50])[CH2:34][CH:39]=3)[CH:3]=2)[CH2:9][C:10]([C:20]([C:22]([F:23])([F:24])[F:25])([C:26]([F:29])([F:27])[F:28])[OH:21])=[N:11]1, predict the reactants needed to synthesize it. The reactants are: Br[C:2]1[CH:3]=[C:4]([CH:8]2[N:12]([C:13]3[CH:18]=[CH:17][CH:16]=[CH:15][C:14]=3[Cl:19])[N:11]=[C:10]([C:20]([C:26]([F:29])([F:28])[F:27])([C:22]([F:25])([F:24])[F:23])[OH:21])[CH2:9]2)[CH:5]=[CH:6][CH:7]=1.C([CH:34]1[CH:39]=[C:38](B2OC(C)(C)C(C)(C)O2)[CH2:37][CH2:36][N:35]1[C:49]([OH:51])=[O:50])(C)(C)C.C(=O)([O-])[O-].[K+].[K+]. (3) Given the product [OH:29][C:10]1([CH3:9])[CH:14]([OH:5])[CH2:13][O:12][C:11]1=[O:15], predict the reactants needed to synthesize it. The reactants are: C[N+]1([O-])CC[O:5]CC1.[CH3:9][C:10]1[C:11](=[O:15])[O:12][CH2:13][CH:14]=1.S(S([O-])=O)([O-])=O.[Na+].[Na+].[O-][Si]([O-])=O.[Mg+2].[OH2:29]. (4) The reactants are: [Si:1]([O:8][CH2:9][CH:10]1[CH2:15][O:14][C:13]2[CH:16]=[CH:17][C:18]([C:21]([OH:23])=[O:22])=[C:19]([CH3:20])[C:12]=2[O:11]1)([C:4]([CH3:7])([CH3:6])[CH3:5])([CH3:3])[CH3:2].[F:24][C:25]1[C:30](O)=[C:29]([F:32])[C:28]([F:33])=[C:27]([F:34])[C:26]=1[F:35].C1(N=C=NC2CCCCC2)CCCCC1.C(Cl)Cl. Given the product [F:24][C:25]1[C:30]([O:22][C:21]([C:18]2[CH:17]=[CH:16][C:13]3[O:14][CH2:15][CH:10]([CH2:9][O:8][Si:1]([C:4]([CH3:7])([CH3:5])[CH3:6])([CH3:3])[CH3:2])[O:11][C:12]=3[C:19]=2[CH3:20])=[O:23])=[C:29]([F:32])[C:28]([F:33])=[C:27]([F:34])[C:26]=1[F:35], predict the reactants needed to synthesize it. (5) The reactants are: [F:1][C:2]1[C:3]([O:16][CH3:17])=[CH:4][CH:5]=[C:6]2[C:10]=1[C:9]([CH2:12][C:13]([OH:15])=[O:14])([CH3:11])[CH2:8][CH2:7]2.S(=O)(=O)(O)O.[CH3:23]O. Given the product [CH3:23][O:14][C:13](=[O:15])[CH2:12][C:9]1([CH3:11])[C:10]2[C:6](=[CH:5][CH:4]=[C:3]([O:16][CH3:17])[C:2]=2[F:1])[CH2:7][CH2:8]1, predict the reactants needed to synthesize it. (6) Given the product [F:29][C:14]1[CH:13]=[CH:12][C:11]([C:9]2[C:8]([C:30]3[CH:35]=[CH:34][CH:33]=[C:32]([CH3:36])[N:31]=3)=[N:7][NH:6][CH:10]=2)=[CH:16][C:15]=1[C:17]1[CH:21]=[CH:20][NH:19][CH:18]=1, predict the reactants needed to synthesize it. The reactants are: CN(C)S([N:6]1[CH:10]=[C:9]([C:11]2[CH:12]=[CH:13][C:14]([F:29])=[C:15]([C:17]3[CH:21]=[CH:20][N:19](C(OC(C)(C)C)=O)[CH:18]=3)[CH:16]=2)[C:8]([C:30]2[CH:35]=[CH:34][CH:33]=[C:32]([CH3:36])[N:31]=2)=[N:7]1)(=O)=O.C[O-].[Na+]. (7) Given the product [C:5]([C:2]1([NH:1][C:7](=[O:25])[CH2:8][CH2:9][CH2:10][CH2:11][CH2:12][CH2:13][CH2:14]/[CH:15]=[CH:16]\[CH2:17][CH2:18][CH2:19][CH2:20][CH2:21][CH2:22][CH2:23][CH3:24])[CH2:4][CH2:3]1)#[N:6], predict the reactants needed to synthesize it. The reactants are: [NH2:1][C:2]1([C:5]#[N:6])[CH2:4][CH2:3]1.[C:7](Cl)(=[O:25])[CH2:8][CH2:9][CH2:10][CH2:11][CH2:12][CH2:13][CH2:14]/[CH:15]=[CH:16]\[CH2:17][CH2:18][CH2:19][CH2:20][CH2:21][CH2:22][CH2:23][CH3:24]. (8) Given the product [Br:11][C:10]1[N:9]([CH3:12])[N:8]=[CH:7][C:6]=1[C:4]([OH:5])=[O:3], predict the reactants needed to synthesize it. The reactants are: C([O:3][C:4]([C:6]1[CH:7]=[N:8][N:9]([CH3:12])[C:10]=1[Br:11])=[O:5])C.[Li+].[OH-]. (9) Given the product [OH:13][C@H:12]([C:3]1[CH:4]=[CH:5][C:6]2[C:7](=[O:11])[O:8][CH2:9][C:10]=2[C:2]=1[CH3:1])[CH2:14][N:31]1[CH2:32][CH2:33][CH:28]([CH2:27][O:26][C:17]2[CH:18]=[CH:19][C:20]3[C:21](=[O:25])[O:22][CH2:23][C:24]=3[C:16]=2[CH3:15])[CH2:29][CH2:30]1, predict the reactants needed to synthesize it. The reactants are: [CH3:1][C:2]1[C:10]2[CH2:9][O:8][C:7](=[O:11])[C:6]=2[CH:5]=[CH:4][C:3]=1[C@@H:12]1[CH2:14][O:13]1.[CH3:15][C:16]1[C:24]2[CH2:23][O:22][C:21](=[O:25])[C:20]=2[CH:19]=[CH:18][C:17]=1[O:26][CH2:27][CH:28]1[CH2:33][CH2:32][NH:31][CH2:30][CH2:29]1. (10) Given the product [NH2:10][C:9]1[N:1]=[CH:2][N:3]=[C:4]2[C:8]=1[N:7]=[CH:6][N:5]2[CH2:14][CH2:13][C:12]([O:16][CH2:17][CH3:18])=[O:15], predict the reactants needed to synthesize it. The reactants are: [N:1]1[C:9]([NH2:10])=[C:8]2[C:4]([N:5]=[CH:6][NH:7]2)=[N:3][CH:2]=1.[Na].[C:12]([O:16][CH2:17][CH3:18])(=[O:15])[CH:13]=[CH2:14].